Dataset: Catalyst prediction with 721,799 reactions and 888 catalyst types from USPTO. Task: Predict which catalyst facilitates the given reaction. (1) Reactant: [CH:1]1([CH2:4][NH:5][N:6]2[C:15]3[C:10](=[CH:11][CH:12]=[CH:13][CH:14]=3)[C:9]([OH:16])=[C:8]([C:17]3[NH:22][C:21]4[CH:23]=[CH:24][C:25]([O:27][CH2:28][C:29]#[N:30])=[CH:26][C:20]=4[S:19](=[O:32])(=[O:31])[N:18]=3)[C:7]2=[O:33])[CH2:3][CH2:2]1.[Li+].[BH4-]. Product: [NH2:30][CH2:29][CH2:28][O:27][C:25]1[CH:24]=[CH:23][C:21]2[NH:22][C:17]([C:8]3[C:7](=[O:33])[N:6]([NH:5][CH2:4][CH:1]4[CH2:3][CH2:2]4)[C:15]4[C:10]([C:9]=3[OH:16])=[CH:11][CH:12]=[CH:13][CH:14]=4)=[N:18][S:19](=[O:32])(=[O:31])[C:20]=2[CH:26]=1. The catalyst class is: 30. (2) Reactant: C([O:9][C@@H:10]1[CH2:17][N:16]2[C@:12]([CH2:29][C:30]3[CH:35]=[CH:34][C:33]([Br:36])=[CH:32][CH:31]=3)([C:13]([CH2:27][CH3:28])=[C:14]([C:19]3[CH:24]=[C:23]([Cl:25])[CH:22]=[C:21]([Cl:26])[CH:20]=3)[C:15]2=[O:18])[CH2:11]1)(=O)C1C=CC=CC=1.[OH-].[Na+]. Product: [Br:36][C:33]1[CH:32]=[CH:31][C:30]([CH2:29][C@:12]23[C:13]([CH2:27][CH3:28])=[C:14]([C:19]4[CH:20]=[C:21]([Cl:26])[CH:22]=[C:23]([Cl:25])[CH:24]=4)[C:15](=[O:18])[N:16]2[CH2:17][C@@H:10]([OH:9])[CH2:11]3)=[CH:35][CH:34]=1. The catalyst class is: 36. (3) Reactant: [F:1][C:2]([F:12])([F:11])[O:3][C:4]1[CH:10]=[CH:9][C:7]([NH2:8])=[CH:6][CH:5]=1.C([O:20][CH2:21][CH3:22])(OCC)OCC.[N+:23]([CH2:26]C(OCC)=O)([O-])=O.[C:32](O)(=O)C. Product: [F:1][C:2]([F:11])([F:12])[O:3][C:4]1[CH:10]=[CH:9][C:7]([N:8]2[CH:32]=[C:22]([CH2:21][OH:20])[N:23]=[CH:26]2)=[CH:6][CH:5]=1. The catalyst class is: 292.